Dataset: Peptide-MHC class I binding affinity with 185,985 pairs from IEDB/IMGT. Task: Regression. Given a peptide amino acid sequence and an MHC pseudo amino acid sequence, predict their binding affinity value. This is MHC class I binding data. The binding affinity (normalized) is 0.823. The peptide sequence is RELVRKTRFL. The MHC is Mamu-A11 with pseudo-sequence Mamu-A11.